From a dataset of Catalyst prediction with 721,799 reactions and 888 catalyst types from USPTO. Predict which catalyst facilitates the given reaction. (1) Reactant: C1(C)C=CC(S(O[CH:11]([CH2:13]/[CH:14]=[CH:15]/[C:16]2[CH:17]=[N:18][CH:19]=[C:20]([O:22][CH3:23])[CH:21]=2)[CH3:12])(=O)=O)=CC=1.[CH3:25][NH2:26]. The catalyst class is: 8. Product: [CH3:25][NH:26][CH:11]([CH2:13]/[CH:14]=[CH:15]/[C:16]1[CH:17]=[N:18][CH:19]=[C:20]([O:22][CH3:23])[CH:21]=1)[CH3:12]. (2) Reactant: F[C:2]1[CH:7]=[CH:6][C:5]([N+:8]([O-:10])=[O:9])=[C:4]([O:11][CH3:12])[CH:3]=1.[CH3:13][S:14]([N:17]1[CH2:22][CH2:21][NH:20][CH2:19][CH2:18]1)(=[O:16])=[O:15].C(=O)([O-])[O-].[K+].[K+].O. Product: [CH3:12][O:11][C:4]1[CH:3]=[C:2]([N:20]2[CH2:21][CH2:22][N:17]([S:14]([CH3:13])(=[O:16])=[O:15])[CH2:18][CH2:19]2)[CH:7]=[CH:6][C:5]=1[N+:8]([O-:10])=[O:9]. The catalyst class is: 16.